This data is from Full USPTO retrosynthesis dataset with 1.9M reactions from patents (1976-2016). The task is: Predict the reactants needed to synthesize the given product. (1) Given the product [CH2:27]([O:34][C:35]1[CH:40]=[CH:39][N:38]([CH2:43][C:44]([C:46]2[S:54][C:53]3[CH2:52][CH2:51][N:50]([CH2:55][C:56]4[CH:61]=[CH:60][CH:59]=[CH:58][C:57]=4[Cl:62])[CH2:49][C:48]=3[CH:47]=2)=[O:45])[C:37](=[O:41])[CH:36]=1)[C:28]1[CH:29]=[CH:30][CH:31]=[CH:32][CH:33]=1, predict the reactants needed to synthesize it. The reactants are: C(OC1C=CN(CC(C2C=CC(CO)=CC=2)=O)C(=O)C=1)C1C=CC=CC=1.[CH2:27]([O:34][C:35]1[CH:40]=[CH:39][NH:38][C:37](=[O:41])[CH:36]=1)[C:28]1[CH:33]=[CH:32][CH:31]=[CH:30][CH:29]=1.Cl[CH2:43][C:44]([C:46]1[S:54][CH:53]2[CH:48]([CH2:49][N:50]([CH2:55][C:56]3[CH:61]=[CH:60][CH:59]=[CH:58][C:57]=3[Cl:62])[CH2:51][CH2:52]2)[CH:47]=1)=[O:45]. (2) Given the product [Cl:15][C:12]1[CH:13]=[CH:14][C:9]([CH:8]2[C:4]3[C:1]([CH3:2])=[N:31][NH:30][C:5]=3[C:6](=[O:27])[N:7]2[C:16]2[CH:17]=[C:18]([CH3:26])[C:19]3[N:20]([C:22]([CH3:25])=[N:23][N:24]=3)[CH:21]=2)=[CH:10][CH:11]=1, predict the reactants needed to synthesize it. The reactants are: [C:1]([C:4]1[CH:8]([C:9]2[CH:14]=[CH:13][C:12]([Cl:15])=[CH:11][CH:10]=2)[N:7]([C:16]2[CH:17]=[C:18]([CH3:26])[C:19]3[N:20]([C:22]([CH3:25])=[N:23][N:24]=3)[CH:21]=2)[C:6](=[O:27])[C:5]=1O)(=O)[CH3:2].O.[NH2:30][NH2:31].